This data is from Full USPTO retrosynthesis dataset with 1.9M reactions from patents (1976-2016). The task is: Predict the reactants needed to synthesize the given product. (1) Given the product [Br:5][C:6]1[CH:7]=[C:8]2[C:9]([C:18]([C:17]3[C:16]([F:15])=[C:24]([NH:25][S:26]([CH2:29][CH2:30][CH3:31])(=[O:28])=[O:27])[CH:23]=[CH:22][C:21]=3[F:32])=[O:19])=[CH:10][NH:11][C:12]2=[N:13][CH:14]=1, predict the reactants needed to synthesize it. The reactants are: [Cl-].[Cl-].[Cl-].[Al+3].[Br:5][C:6]1[CH:7]=[C:8]2[C:12](=[N:13][CH:14]=1)[NH:11][CH:10]=[CH:9]2.[F:15][C:16]1[C:24]([NH:25][S:26]([CH2:29][CH2:30][CH3:31])(=[O:28])=[O:27])=[CH:23][CH:22]=[C:21]([F:32])[C:17]=1[C:18](Cl)=[O:19].O. (2) The reactants are: Cl.[F:2][C:3]1[CH:4]=[N:5][C:6]([C@@H:9]([NH2:11])[CH3:10])=[N:7][CH:8]=1.[Cl:12][C:13]1[N:18]=[C:17](Cl)[N:16]=[C:15]([NH:20][C:21]2[N:22]=[CH:23][N:24]([CH2:26][C:27]([F:30])([F:29])[F:28])[CH:25]=2)[N:14]=1. Given the product [Cl:12][C:13]1[N:18]=[C:17]([NH:11][C@H:9]([C:6]2[N:7]=[CH:8][C:3]([F:2])=[CH:4][N:5]=2)[CH3:10])[N:16]=[C:15]([NH:20][C:21]2[N:22]=[CH:23][N:24]([CH2:26][C:27]([F:29])([F:30])[F:28])[CH:25]=2)[N:14]=1, predict the reactants needed to synthesize it.